Dataset: NCI-60 drug combinations with 297,098 pairs across 59 cell lines. Task: Regression. Given two drug SMILES strings and cell line genomic features, predict the synergy score measuring deviation from expected non-interaction effect. (1) Drug 2: CN(CC1=CN=C2C(=N1)C(=NC(=N2)N)N)C3=CC=C(C=C3)C(=O)NC(CCC(=O)O)C(=O)O. Cell line: MOLT-4. Drug 1: CC1CCC2CC(C(=CC=CC=CC(CC(C(=O)C(C(C(=CC(C(=O)CC(OC(=O)C3CCCCN3C(=O)C(=O)C1(O2)O)C(C)CC4CCC(C(C4)OC)O)C)C)O)OC)C)C)C)OC. Synergy scores: CSS=56.8, Synergy_ZIP=0.732, Synergy_Bliss=0.723, Synergy_Loewe=-21.5, Synergy_HSA=-0.623. (2) Drug 1: CC12CCC3C(C1CCC2OP(=O)(O)O)CCC4=C3C=CC(=C4)OC(=O)N(CCCl)CCCl.[Na+]. Drug 2: COCCOC1=C(C=C2C(=C1)C(=NC=N2)NC3=CC=CC(=C3)C#C)OCCOC.Cl. Cell line: MOLT-4. Synergy scores: CSS=-32.3, Synergy_ZIP=41.0, Synergy_Bliss=48.0, Synergy_Loewe=-8.79, Synergy_HSA=-1.86. (3) Drug 1: CC12CCC3C(C1CCC2=O)CC(=C)C4=CC(=O)C=CC34C. Drug 2: CCCS(=O)(=O)NC1=C(C(=C(C=C1)F)C(=O)C2=CNC3=C2C=C(C=N3)C4=CC=C(C=C4)Cl)F. Cell line: SNB-19. Synergy scores: CSS=36.9, Synergy_ZIP=0.576, Synergy_Bliss=-0.371, Synergy_Loewe=-1.94, Synergy_HSA=-2.54. (4) Drug 1: CC(C)(C#N)C1=CC(=CC(=C1)CN2C=NC=N2)C(C)(C)C#N. Drug 2: COC1=NC(=NC2=C1N=CN2C3C(C(C(O3)CO)O)O)N. Cell line: T-47D. Synergy scores: CSS=-3.14, Synergy_ZIP=2.08, Synergy_Bliss=2.04, Synergy_Loewe=-5.15, Synergy_HSA=-4.73. (5) Drug 2: CC(C)(C#N)C1=CC(=CC(=C1)CN2C=NC=N2)C(C)(C)C#N. Drug 1: C1CCC(CC1)NC(=O)N(CCCl)N=O. Cell line: NCI-H460. Synergy scores: CSS=11.0, Synergy_ZIP=-2.96, Synergy_Bliss=0.778, Synergy_Loewe=-0.223, Synergy_HSA=0.269. (6) Drug 1: C1=CC(=CC=C1CCCC(=O)O)N(CCCl)CCCl. Drug 2: C(CCl)NC(=O)N(CCCl)N=O. Cell line: LOX IMVI. Synergy scores: CSS=34.0, Synergy_ZIP=-10.8, Synergy_Bliss=-5.21, Synergy_Loewe=-4.54, Synergy_HSA=-2.54.